This data is from Reaction yield outcomes from USPTO patents with 853,638 reactions. The task is: Predict the reaction yield, written as a fraction of the theoretical maximum amount of product (1.0 means a 100% yield; for example, 0.34 means a 34% yield). The reactants are Br[C:2]1[NH:3][C:4]2[C:9]([C:10]=1[CH:11]=[O:12])=[CH:8][C:7]([O:13][CH3:14])=[CH:6][CH:5]=2.[CH3:15][O:16][C:17]1[CH:22]=[CH:21][CH:20]=[C:19]([O:23][CH3:24])[C:18]=1B(O)O.C1C=CC(P(C2C=CC=CC=2)C2C=CC=CC=2)=CC=1.[O-]P([O-])([O-])=O.[K+].[K+].[K+].COOB(C1C=CC=CC=1)OOC. The catalyst is COCCOC.O.CCOC(C)=O.CC([O-])=O.CC([O-])=O.[Pd+2]. The product is [CH3:15][O:16][C:17]1[CH:22]=[CH:21][CH:20]=[C:19]([O:23][CH3:24])[C:18]=1[C:2]1[NH:3][C:4]2[C:9]([C:10]=1[CH:11]=[O:12])=[CH:8][C:7]([O:13][CH3:14])=[CH:6][CH:5]=2. The yield is 0.880.